This data is from Catalyst prediction with 721,799 reactions and 888 catalyst types from USPTO. The task is: Predict which catalyst facilitates the given reaction. (1) Reactant: [CH:1]1([C@H:4]2[C@H:13]([CH3:14])[C@@H:12]([NH:15][C:16](=[O:25])[O:17][CH2:18][C:19]3[CH:24]=[CH:23][CH:22]=[CH:21][CH:20]=3)[C:11]3[C:6](=[CH:7][CH:8]=[C:9]([O:26][CH:27]4[CH2:32][CH2:31][O:30][CH2:29][CH2:28]4)[CH:10]=3)[NH:5]2)[CH2:3][CH2:2]1.CCN(C(C)C)C(C)C.[C:42](Cl)(=[O:44])[CH3:43]. Product: [C:42]([N:5]1[C:6]2[C:11](=[CH:10][C:9]([O:26][CH:27]3[CH2:28][CH2:29][O:30][CH2:31][CH2:32]3)=[CH:8][CH:7]=2)[C@H:12]([NH:15][C:16](=[O:25])[O:17][CH2:18][C:19]2[CH:20]=[CH:21][CH:22]=[CH:23][CH:24]=2)[C@@H:13]([CH3:14])[C@@H:4]1[CH:1]1[CH2:3][CH2:2]1)(=[O:44])[CH3:43]. The catalyst class is: 4. (2) Reactant: [C@H:1]1([NH:10][C:11]2[CH:20]=[CH:19][C:18]3[C:13](=[CH:14][CH:15]=[C:16]([NH:21][C:22]([NH:24][CH:25]4[CH2:30][CH2:29][NH:28][CH2:27][CH2:26]4)=[O:23])[CH:17]=3)[N:12]=2)[C:9]2[C:4](=[CH:5][CH:6]=[CH:7][CH:8]=2)[CH2:3][CH2:2]1.Cl[CH2:32][C:33]([N:35]([CH3:37])[CH3:36])=[O:34].C(=O)([O-])[O-].[Na+].[Na+]. Product: [C@H:1]1([NH:10][C:11]2[CH:20]=[CH:19][C:18]3[C:13](=[CH:14][CH:15]=[C:16]([NH:21][C:22](=[O:23])[NH:24][CH:25]4[CH2:30][CH2:29][N:28]([CH2:32][C:33]([N:35]([CH3:37])[CH3:36])=[O:34])[CH2:27][CH2:26]4)[CH:17]=3)[N:12]=2)[C:9]2[C:4](=[CH:5][CH:6]=[CH:7][CH:8]=2)[CH2:3][CH2:2]1. The catalyst class is: 9. (3) Reactant: [F:1][C:2]1[N:7]=[CH:6][C:5]([NH2:8])=[CH:4][CH:3]=1.C([Mg]Cl)(C)C.[CH:14]1([C:17]2[NH:21][N:20]=[C:19]([NH:22][C:23]3[C:24]4[CH2:42][CH2:41][CH2:40][C:25]=4[N:26]=[C:27]([N:29]4[CH2:33][C@H:32]([O:34][CH3:35])[CH2:31][CH:30]4[C:36](OC)=[O:37])[N:28]=3)[CH:18]=2)[CH2:16][CH2:15]1. Product: [CH:14]1([C:17]2[NH:21][N:20]=[C:19]([NH:22][C:23]3[C:24]4[CH2:42][CH2:41][CH2:40][C:25]=4[N:26]=[C:27]([N:29]4[CH2:33][C@H:32]([O:34][CH3:35])[CH2:31][C@@H:30]4[C:36]([NH:8][C:5]4[CH:6]=[N:7][C:2]([F:1])=[CH:3][CH:4]=4)=[O:37])[N:28]=3)[CH:18]=2)[CH2:15][CH2:16]1. The catalyst class is: 1. (4) The catalyst class is: 9. Product: [C:1]([C:5]1[CH:6]=[C:7]([CH:21]=[C:22]([C:26]#[N:27])[C:23]=1[OH:24])[C:8]([N:10]1[C:14]2[CH:15]=[CH:16][CH:17]=[CH:18][C:13]=2[S:12](=[O:19])(=[O:20])[CH2:11]1)=[O:9])([CH3:4])([CH3:2])[CH3:3]. Reactant: [C:1]([C:5]1[CH:6]=[C:7]([CH:21]=[C:22]([C:26]#[N:27])[C:23]=1[O:24]C)[C:8]([N:10]1[C:14]2[CH:15]=[CH:16][CH:17]=[CH:18][C:13]=2[S:12](=[O:20])(=[O:19])[CH2:11]1)=[O:9])([CH3:4])([CH3:3])[CH3:2].[Cl-].[Li+].Cl.